This data is from Forward reaction prediction with 1.9M reactions from USPTO patents (1976-2016). The task is: Predict the product of the given reaction. (1) Given the reactants [CH3:1][O:2][C:3]1[CH:8]=[CH:7][CH:6]=[CH:5][C:4]=1[NH:9][CH:10]=[C:11]([C:15]([O-:17])=O)[C:12]([O-:14])=[O:13].[CH:18]1C=CC(C2C=CC=CC=2)=C[CH:19]=1.C1C=CC(OC2C=CC=CC=2)=CC=1, predict the reaction product. The product is: [OH:17][C:15]1[C:5]2[C:4](=[C:3]([O:2][CH3:1])[CH:8]=[CH:7][CH:6]=2)[N:9]=[CH:10][C:11]=1[C:12]([O:14][CH2:18][CH3:19])=[O:13]. (2) Given the reactants [C:1]([C:4]1[CH:8]=[C:7]([C:9]2[CH:25]=[CH:24][C:12]([O:13][CH2:14][CH2:15][NH:16][C:17](=[O:23])[O:18][C:19]([CH3:22])([CH3:21])[CH3:20])=[CH:11][CH:10]=2)[N:6]([C:26]2[CH:31]=[CH:30][C:29]([O:32][CH3:33])=[CH:28][CH:27]=2)[N:5]=1)([CH3:3])=[CH2:2], predict the reaction product. The product is: [CH:1]([C:4]1[CH:8]=[C:7]([C:9]2[CH:10]=[CH:11][C:12]([O:13][CH2:14][CH2:15][NH:16][C:17](=[O:23])[O:18][C:19]([CH3:22])([CH3:20])[CH3:21])=[CH:24][CH:25]=2)[N:6]([C:26]2[CH:31]=[CH:30][C:29]([O:32][CH3:33])=[CH:28][CH:27]=2)[N:5]=1)([CH3:3])[CH3:2]. (3) Given the reactants [Cl:1][C:2]1[N:7]=[C:6]([CH2:8][C:9]([C:11]2[CH:12]=[CH:13][C:14]([F:29])=[C:15]([NH:17][S:18]([C:21]3[C:26]([F:27])=[CH:25][CH:24]=[CH:23][C:22]=3[F:28])(=[O:20])=[O:19])[CH:16]=2)=O)[CH:5]=[CH:4][N:3]=1.C1C(=O)N(Br)C(=O)C1.[CH3:38][CH:39]([CH3:43])[C:40](=[S:42])[NH2:41], predict the reaction product. The product is: [Cl:1][C:2]1[N:7]=[C:6]([C:8]2[S:42][C:40]([CH:39]([CH3:43])[CH3:38])=[N:41][C:9]=2[C:11]2[CH:12]=[CH:13][C:14]([F:29])=[C:15]([NH:17][S:18]([C:21]3[C:26]([F:27])=[CH:25][CH:24]=[CH:23][C:22]=3[F:28])(=[O:20])=[O:19])[CH:16]=2)[CH:5]=[CH:4][N:3]=1.